This data is from Catalyst prediction with 721,799 reactions and 888 catalyst types from USPTO. The task is: Predict which catalyst facilitates the given reaction. (1) Reactant: Cl[C:2]1[C:11]2[C:6](=[CH:7][CH:8]=[CH:9][CH:10]=2)[N:5]=[C:4]([C:12]2[CH:17]=[CH:16][CH:15]=[C:14]([N+:18]([O-:20])=[O:19])[CH:13]=2)[N:3]=1.[NH2:21][C:22]1[CH:23]=[C:24]2[C:28](=[CH:29][CH:30]=1)[N:27]([C:31]([O:33][C:34]([CH3:37])([CH3:36])[CH3:35])=[O:32])[N:26]=[CH:25]2. Product: [N+:18]([C:14]1[CH:13]=[C:12]([C:4]2[N:3]=[C:2]([NH:21][C:22]3[CH:23]=[C:24]4[C:28](=[CH:29][CH:30]=3)[N:27]([C:31]([O:33][C:34]([CH3:37])([CH3:36])[CH3:35])=[O:32])[N:26]=[CH:25]4)[C:11]3[C:6](=[CH:7][CH:8]=[CH:9][CH:10]=3)[N:5]=2)[CH:17]=[CH:16][CH:15]=1)([O-:20])=[O:19]. The catalyst class is: 32. (2) Reactant: [Si]([O:18][CH:19]([C:21]1[N:25]=[C:24]([C:26]([O:28][CH2:29][CH3:30])=[O:27])[O:23][N:22]=1)[CH3:20])(C(C)(C)C)(C1C=CC=CC=1)C1C=CC=CC=1.F.C([O-])(O)=O.[Na+]. Product: [OH:18][CH:19]([C:21]1[N:25]=[C:24]([C:26]([O:28][CH2:29][CH3:30])=[O:27])[O:23][N:22]=1)[CH3:20]. The catalyst class is: 859. (3) Reactant: C([O:5][C:6](=[O:19])[CH2:7][C:8]1[CH:9]=[C:10]2[C:15](=[CH:16][C:17]=1[CH3:18])[N:14]=[CH:13][CH:12]=[CH:11]2)(C)(C)C. Product: [CH3:18][C:17]1[CH:16]=[C:15]2[C:10]([CH:11]=[CH:12][CH:13]=[N:14]2)=[CH:9][C:8]=1[CH2:7][C:6]([OH:19])=[O:5]. The catalyst class is: 74. (4) Reactant: [CH:1]1([S:4]([N:7]2[CH2:12][CH2:11][CH:10]([NH:13][C:14]3[N:19]=[C:18]([C:20]4[N:27]5[C:23]([S:24][CH:25]=[CH:26]5)=[N:22][C:21]=4[C:28]4[CH:33]=[CH:32][C:31]([F:34])=[C:30]([O:35]C)[CH:29]=4)[CH:17]=[CH:16][N:15]=3)[CH2:9][CH2:8]2)(=[O:6])=[O:5])[CH2:3][CH2:2]1.B(Br)(Br)Br. Product: [CH:1]1([S:4]([N:7]2[CH2:8][CH2:9][CH:10]([NH:13][C:14]3[N:19]=[C:18]([C:20]4[N:27]5[C:23]([S:24][CH:25]=[CH:26]5)=[N:22][C:21]=4[C:28]4[CH:33]=[CH:32][C:31]([F:34])=[C:30]([OH:35])[CH:29]=4)[CH:17]=[CH:16][N:15]=3)[CH2:11][CH2:12]2)(=[O:5])=[O:6])[CH2:2][CH2:3]1. The catalyst class is: 2.